From a dataset of Orexin1 receptor HTS with 218,158 compounds and 233 confirmed actives. Binary Classification. Given a drug SMILES string, predict its activity (active/inactive) in a high-throughput screening assay against a specified biological target. (1) The molecule is S(=O)(=O)(N1CCCc2c1cccc2)c1ccc(cc1)C(=O)N(CCCN(C)C)c1sc2c(n1)cc(OC)cc2. The result is 0 (inactive). (2) The compound is O1C(CCC1)C(=O)N(CC(C)C)c1c(n(CCCC)c(=O)[nH]c1=O)N. The result is 0 (inactive). (3) The compound is O(C(=O)C1CN(C(=O)C1)Cc1ccccc1)C(C)C(=O)Nc1c([N+]([O-])=O)cccc1. The result is 0 (inactive). (4) The molecule is Clc1cc(ncc1)C(=O)Nc1cc2sc(nc2cc1)C. The result is 0 (inactive). (5) The compound is BrC=1C(=O)/C(=C\Nc2cc3[nH]c(nc3cc2)c2ccccc2)C=C(Br)C1O. The result is 0 (inactive). (6) The compound is Clc1ccc(C(=O)Nc2cc(ccc2)/C=N\NC(=O)c2cc(O)ccc2)cc1. The result is 0 (inactive). (7) The result is 0 (inactive). The molecule is S(=O)(=O)(N1CCCCC1)c1cc(NC(=O)CCNC(=O)C)c(N2CCCCC2)cc1. (8) The compound is S(c1n(CCCN(C)C)c(nn1)c1ccncc1)CC(=O)N(CC(OCC)=O)c1ccccc1. The result is 0 (inactive). (9) The drug is S(=O)(=O)(N1CCc2c1cccc2)c1cc(C(=O)N2CCC(CC2)C)c(OC)cc1. The result is 0 (inactive).